From a dataset of Peptide-MHC class I binding affinity with 185,985 pairs from IEDB/IMGT. Regression. Given a peptide amino acid sequence and an MHC pseudo amino acid sequence, predict their binding affinity value. This is MHC class I binding data. (1) The peptide sequence is SPRRRRSQSR. The MHC is Patr-A0401 with pseudo-sequence Patr-A0401. The binding affinity (normalized) is 0.115. (2) The peptide sequence is GLCTLVAML. The MHC is HLA-A23:01 with pseudo-sequence HLA-A23:01. The binding affinity (normalized) is 0.0471. (3) The peptide sequence is IRKVEWPDL. The MHC is HLA-B18:01 with pseudo-sequence HLA-B18:01. The binding affinity (normalized) is 0.0847. (4) The peptide sequence is ATEETFKLSY. The MHC is HLA-A30:02 with pseudo-sequence HLA-A30:02. The binding affinity (normalized) is 0.449. (5) The peptide sequence is SLTALSAGV. The MHC is HLA-A02:01 with pseudo-sequence HLA-A02:01. The binding affinity (normalized) is 0.849. (6) The peptide sequence is TPTWNRKEL. The MHC is HLA-A24:02 with pseudo-sequence HLA-A24:02. The binding affinity (normalized) is 0. (7) The peptide sequence is NHINVEQSL. The MHC is Mamu-A07 with pseudo-sequence Mamu-A07. The binding affinity (normalized) is 0.566. (8) The peptide sequence is NACSANNSHH. The MHC is HLA-A68:01 with pseudo-sequence HLA-A68:01. The binding affinity (normalized) is 0.218. (9) The peptide sequence is NLTSTWVMY. The MHC is HLA-A01:01 with pseudo-sequence HLA-A01:01. The binding affinity (normalized) is 0.298.